From a dataset of Catalyst prediction with 721,799 reactions and 888 catalyst types from USPTO. Predict which catalyst facilitates the given reaction. (1) Reactant: [O:1]1[CH2:6][CH2:5][N:4]([C:7]2[CH:12]=[CH:11][C:10]([C:13]3[N:22]=[C:21]([NH:23][CH2:24][CH:25]4[S:30](=[O:32])(=[O:31])[CH2:29][CH2:28][N:27](C(OC(C)(C)C)=O)[CH2:26]4)[C:20]4[C:15](=[N:16][CH:17]=[CH:18][N:19]=4)[CH:14]=3)=[CH:9][CH:8]=2)[CH2:3][CH2:2]1. Product: [O:1]1[CH2:6][CH2:5][N:4]([C:7]2[CH:8]=[CH:9][C:10]([C:13]3[N:22]=[C:21]([NH:23][CH2:24][CH:25]4[S:30](=[O:32])(=[O:31])[CH2:29][CH2:28][NH:27][CH2:26]4)[C:20]4[C:15](=[N:16][CH:17]=[CH:18][N:19]=4)[CH:14]=3)=[CH:11][CH:12]=2)[CH2:3][CH2:2]1. The catalyst class is: 601. (2) Reactant: [CH3:1][NH:2][C:3](=[O:14])[CH2:4][CH2:5][CH:6]([N+:11]([O-])=O)[CH:7]([OH:10])[CH2:8][F:9]. Product: [CH3:1][NH:2][C:3](=[O:14])[CH2:4][CH2:5][CH:6]([NH2:11])[CH:7]([OH:10])[CH2:8][F:9]. The catalyst class is: 94. (3) Reactant: [CH3:1][C:2]1([CH3:20])[CH2:6][C:5]2([CH2:11][CH2:10][CH:9]([C:12]3[N:16]([CH3:17])[N:15]=[CH:14][C:13]=3CO)[CH2:8][CH2:7]2)[O:4][CH2:3]1.[CH2:21]([N:23]([CH2:26]C)[CH2:24][CH3:25])C.CS(Cl)(=O)=O.[CH3:33][N:34](CCNC)[C:35](=[O:41])[O:36][C:37]([CH3:40])([CH3:39])[CH3:38]. Product: [CH3:1][C:2]1([CH3:20])[CH2:6][C:5]2([CH2:11][CH2:10][CH:9]([C:12]3[N:16]([CH3:17])[N:15]=[CH:14][C:13]=3[CH2:26][N:23]([CH3:21])[CH2:24][CH2:25][N:34]([CH3:33])[C:35](=[O:41])[O:36][C:37]([CH3:40])([CH3:39])[CH3:38])[CH2:8][CH2:7]2)[O:4][CH2:3]1. The catalyst class is: 4. (4) Reactant: [F:1][C:2]1[CH:7]=[CH:6][C:5]([C:8]2[NH:13][C:12](=[O:14])[C:11]([O:15]C)=[CH:10][N:9]=2)=[CH:4][CH:3]=1.C(Cl)Cl.B(Br)(Br)Br. Product: [F:1][C:2]1[CH:3]=[CH:4][C:5]([C:8]2[NH:13][C:12](=[O:14])[C:11]([OH:15])=[CH:10][N:9]=2)=[CH:6][CH:7]=1. The catalyst class is: 2. (5) Reactant: C([O:3][C:4](=[O:18])[CH:5]([C:11]1[CH:16]=[CH:15][CH:14]=[C:13]([Br:17])[N:12]=1)C(OCC)=O)C.C(=O)([O-])[O-].[K+].[K+].[Cl-].[NH4+]. Product: [Br:17][C:13]1[N:12]=[C:11]([CH2:5][C:4]([OH:18])=[O:3])[CH:16]=[CH:15][CH:14]=1. The catalyst class is: 6. (6) Reactant: C(OC([N:8]1[C:16]2[C:11](=[CH:12][CH:13]=[C:14]([Cl:17])[CH:15]=2)/[C:10](=[CH:18]/[C:19]2[CH:24]=[C:23]([Cl:25])[CH:22]=[CH:21][C:20]=2[O:26][C:27]([C:30]([O:32][CH3:33])=[O:31])([CH3:29])[CH3:28])/[C:9]1=[O:34])=O)(C)(C)C.[F:35][C:36]1[C:41]([F:42])=[CH:40][CH:39]=[C:38]([CH3:43])[C:37]=1[CH:44]=[N:45][C:46]([O:48][Si](C)(C)C)=[CH2:47]. Product: [Cl:17][C:14]1[CH:15]=[C:16]2[NH:8][C:9](=[O:34])[C:10]3([CH:18]([C:19]4[CH:24]=[C:23]([Cl:25])[CH:22]=[CH:21][C:20]=4[O:26][C:27]([C:30]([O:32][CH3:33])=[O:31])([CH3:29])[CH3:28])[CH2:47][C:46](=[O:48])[NH:45][CH:44]3[C:37]3[C:38]([CH3:43])=[CH:39][CH:40]=[C:41]([F:42])[C:36]=3[F:35])[C:11]2=[CH:12][CH:13]=1. The catalyst class is: 11. (7) Reactant: [O:1]1[C:10]2[CH:9]=[C:8]([CH2:11][N:12]([C:33]([O:35][C:36]([CH3:39])([CH3:38])[CH3:37])=[O:34])[CH:13]3[CH2:18][CH2:17][N:16]([CH:19]([CH2:24][O:25][CH2:26][C:27]4[CH:32]=[CH:31][CH:30]=[CH:29][CH:28]=4)[C:20](OC)=[O:21])[CH2:15][CH2:14]3)[N:7]=[CH:6][C:5]=2[O:4][CH2:3][CH2:2]1.[H-].[H-].[H-].[H-].[Li+].[Al+3].O.[OH-].[Na+]. Product: [O:1]1[C:10]2[CH:9]=[C:8]([CH2:11][N:12]([CH:13]3[CH2:18][CH2:17][N:16]([CH:19]([CH2:24][O:25][CH2:26][C:27]4[CH:28]=[CH:29][CH:30]=[CH:31][CH:32]=4)[CH2:20][OH:21])[CH2:15][CH2:14]3)[C:33](=[O:34])[O:35][C:36]([CH3:38])([CH3:39])[CH3:37])[N:7]=[CH:6][C:5]=2[O:4][CH2:3][CH2:2]1. The catalyst class is: 1.